Dataset: Peptide-MHC class II binding affinity with 134,281 pairs from IEDB. Task: Regression. Given a peptide amino acid sequence and an MHC pseudo amino acid sequence, predict their binding affinity value. This is MHC class II binding data. (1) The peptide sequence is FLATRIFGRRSIPVN. The MHC is HLA-DQA10303-DQB10402 with pseudo-sequence HLA-DQA10303-DQB10402. The binding affinity (normalized) is 0.509. (2) The peptide sequence is LGQTIRNSRWSSPDN. The MHC is HLA-DPA10201-DPB10501 with pseudo-sequence HLA-DPA10201-DPB10501. The binding affinity (normalized) is 0.0681. (3) The peptide sequence is GSDPKKLVLDIKYTR. The binding affinity (normalized) is 0.388. The MHC is DRB1_1302 with pseudo-sequence DRB1_1302. (4) The peptide sequence is AEMKTDAATLAQEAG. The MHC is HLA-DPA10103-DPB10401 with pseudo-sequence HLA-DPA10103-DPB10401. The binding affinity (normalized) is 0.226. (5) The peptide sequence is GTWTYDGSVVA. The MHC is DRB1_0301 with pseudo-sequence DRB1_0301. The binding affinity (normalized) is 0.360. (6) The peptide sequence is SVDLELSWNLNGLQAY. The MHC is HLA-DQA10301-DQB10302 with pseudo-sequence HLA-DQA10301-DQB10302. The binding affinity (normalized) is 0.331. (7) The peptide sequence is EGTKVTFHVEKGSNP. The MHC is HLA-DQA10301-DQB10302 with pseudo-sequence HLA-DQA10301-DQB10302. The binding affinity (normalized) is 0.0890.